From a dataset of Forward reaction prediction with 1.9M reactions from USPTO patents (1976-2016). Predict the product of the given reaction. Given the reactants F[C:2]1[CH:7]=[CH:6][C:5]([N+:8]([O-:10])=[O:9])=[CH:4][CH:3]=1.C(=O)([O-])[O-].[K+].[K+].[CH3:17][CH:18]1[NH:23][CH:22]([CH3:24])[CH2:21][NH:20][CH2:19]1, predict the reaction product. The product is: [CH3:24][CH:22]1[NH:23][CH:18]([CH3:17])[CH2:19][N:20]([C:2]2[CH:7]=[CH:6][C:5]([N+:8]([O-:10])=[O:9])=[CH:4][CH:3]=2)[CH2:21]1.